Dataset: Catalyst prediction with 721,799 reactions and 888 catalyst types from USPTO. Task: Predict which catalyst facilitates the given reaction. Reactant: C([O:5][C:6](=[O:27])[CH2:7][NH:8][C:9]([C:11]1[C:16](=[O:17])[N:15]([CH3:18])[C:14]2[C:19]([CH3:25])=[C:20]([C:22]([OH:24])=[O:23])[S:21][C:13]=2[C:12]=1[OH:26])=[O:10])(C)(C)C.BrC1SC2C(O)=C(C(NCC(OC(C)(C)C)=O)=O)C(=O)N(C)C=2C=1C.[C]=O. Product: [C:6]([CH2:7][NH:8][C:9]([C:11]1[C:16](=[O:17])[N:15]([CH3:18])[C:14]2[C:19]([CH3:25])=[C:20]([C:22]([OH:24])=[O:23])[S:21][C:13]=2[C:12]=1[OH:26])=[O:10])([OH:27])=[O:5]. The catalyst class is: 19.